From a dataset of Full USPTO retrosynthesis dataset with 1.9M reactions from patents (1976-2016). Predict the reactants needed to synthesize the given product. (1) Given the product [Cl:3][C:4]1[N:9]=[CH:8][N:7]=[C:6]([C:10]([C:12]2[CH:21]=[C:20]([CH3:22])[C:15]3[N:16]([CH3:24])[C:17](=[O:19])[O:18][C:14]=3[CH:13]=2)=[O:11])[CH:5]=1, predict the reactants needed to synthesize it. The reactants are: [H-].[Na+].[Cl:3][C:4]1[N:9]=[CH:8][N:7]=[C:6]([C:10]([C:12]2[CH:21]=[C:20]([CH3:22])[C:15]3[NH:16][C:17](=[O:19])[O:18][C:14]=3[CH:13]=2)=[O:11])[CH:5]=1.I[CH3:24]. (2) Given the product [Br:24][C:19]1[C:18]2[C:13](=[CH:14][CH:15]=[C:16]([O:21][CH3:22])[CH:17]=2)[C:12](=[O:23])[N:11]([C:9]2[CH:8]=[CH:7][C:4]([CH:5]=[O:6])=[C:3]([O:2][CH3:1])[CH:10]=2)[CH:20]=1, predict the reactants needed to synthesize it. The reactants are: [CH3:1][O:2][C:3]1[CH:10]=[C:9]([N:11]2[CH:20]=[CH:19][C:18]3[C:13](=[CH:14][CH:15]=[C:16]([O:21][CH3:22])[CH:17]=3)[C:12]2=[O:23])[CH:8]=[CH:7][C:4]=1[CH:5]=[O:6].[Br:24]N1C(=O)CCC1=O. (3) Given the product [CH2:23]([O:22][C:20]([NH:1][C:2]([CH3:11])([CH2:6][C:7]([F:8])([F:9])[F:10])[C:3]([OH:5])=[O:4])=[O:21])[C:24]1[CH:29]=[CH:28][CH:27]=[CH:26][CH:25]=1, predict the reactants needed to synthesize it. The reactants are: [NH2:1][C:2]([CH3:11])([CH2:6][C:7]([F:10])([F:9])[F:8])[C:3]([OH:5])=[O:4].C(N(CC)CC)C.Cl[C:20]([O:22][CH2:23][C:24]1[CH:29]=[CH:28][CH:27]=[CH:26][CH:25]=1)=[O:21].